From a dataset of Reaction yield outcomes from USPTO patents with 853,638 reactions. Predict the reaction yield, written as a fraction of the theoretical maximum amount of product (1.0 means a 100% yield; for example, 0.34 means a 34% yield). (1) The reactants are C([N:8]1[CH2:13][CH2:12][C@@H:11]([CH3:14])[C@@H:10]([N:15]2[C:20]3[C:21]4[CH:27]=[CH:26][NH:25][C:22]=4[N:23]=[CH:24][C:19]=3[CH2:18][O:17][CH2:16]2)[CH2:9]1)C1C=CC=CC=1. The catalyst is C(O)C.Cl.[C].[Pd]. The product is [CH3:14][C@@H:11]1[CH2:12][CH2:13][NH:8][CH2:9][C@@H:10]1[N:15]1[C:20]2[C:21]3[CH:27]=[CH:26][NH:25][C:22]=3[N:23]=[CH:24][C:19]=2[CH2:18][O:17][CH2:16]1. The yield is 1.00. (2) The reactants are Cl.[Cl:2][C:3]1[S:25][C:6]2[C:7]3([CH2:17][CH2:16][N:15](C(OC(C)(C)C)=O)[CH2:14][CH2:13]3)[O:8][CH2:9][C:10]([F:12])([F:11])[C:5]=2[CH:4]=1.O.[OH-].[Na+]. The catalyst is C(O)(C)C. The product is [Cl:2][C:3]1[S:25][C:6]2[C:7]3([CH2:13][CH2:14][NH:15][CH2:16][CH2:17]3)[O:8][CH2:9][C:10]([F:12])([F:11])[C:5]=2[CH:4]=1. The yield is 0.970.